This data is from Full USPTO retrosynthesis dataset with 1.9M reactions from patents (1976-2016). The task is: Predict the reactants needed to synthesize the given product. (1) Given the product [Br-:16].[CH2:1]([C:5]1[CH:20]=[CH:19][C:8]([CH:9]=[CH:10][C:11]2[CH:18]=[CH:17][C:14]([CH2:15][PH3+:27])=[CH:13][CH:12]=2)=[CH:7][CH:6]=1)[CH:2]([CH3:4])[CH3:3], predict the reactants needed to synthesize it. The reactants are: [CH2:1]([C:5]1[CH:20]=[CH:19][C:8]([CH:9]=[CH:10][C:11]2[CH:18]=[CH:17][C:14]([CH2:15][Br:16])=[CH:13][CH:12]=2)=[CH:7][CH:6]=1)[CH:2]([CH3:4])[CH3:3].C1([P:27](C2C=CC=CC=2)C2C=CC=CC=2)C=CC=CC=1. (2) The reactants are: [CH3:1][O:2][C:3]([C@@H:5]([N:13]1[CH2:18][C:17]2[CH:19]=[CH:20][S:21][C:16]=2[CH2:15][CH2:14]1)[C:6]1[C:11]([Cl:12])=[CH:10][CH:9]=[CH:8][CH:7]=1)=[O:4].S(=O)(=O)(O)O. Given the product [CH3:1][O:2][C:3]([C@@H:5]([N:13]1[CH2:18][C:17]2[CH:19]=[CH:20][S:21][C:16]=2[CH2:15][CH2:14]1)[C:6]1[CH:7]=[CH:8][CH:9]=[CH:10][C:11]=1[Cl:12])=[O:4].[S:21]1[C:16]2[CH2:15][CH2:14][NH:13][CH2:18][C:17]=2[CH:19]=[CH:20]1, predict the reactants needed to synthesize it. (3) Given the product [F:36][C:33]1[CH:34]=[C:35]2[C:30]([CH2:29][CH2:28][N:27]2[CH:24]2[CH2:25][CH2:26][N:21]([C:18]3[N:19]=[N:20][C:15]([C:6]4[CH:5]=[N:4][C:3]([C:2]([F:13])([F:12])[F:1])=[CH:8][CH:7]=4)=[CH:16][CH:17]=3)[CH2:22][CH2:23]2)=[CH:31][CH:32]=1, predict the reactants needed to synthesize it. The reactants are: [F:1][C:2]([F:13])([F:12])[C:3]1[CH:8]=[CH:7][C:6](B(O)O)=[CH:5][N:4]=1.Cl[C:15]1[N:20]=[N:19][C:18]([N:21]2[CH2:26][CH2:25][CH:24]([N:27]3[C:35]4[C:30](=[CH:31][CH:32]=[C:33]([F:36])[CH:34]=4)[CH2:29][CH2:28]3)[CH2:23][CH2:22]2)=[CH:17][CH:16]=1. (4) Given the product [O:11]=[CH:12][C@@H:13]([C@H:15]([C@@H:17]([C@@H:19]([CH2:5][OH:6])[OH:20])[OH:18])[OH:16])[OH:14], predict the reactants needed to synthesize it. The reactants are: N[C@H](C(O)=O)CC[C:5](O)=[O:6].[O:11]=[CH:12][C@@H:13]([C@H:15]([C@@H:17]([CH2:19][OH:20])[OH:18])[OH:16])[OH:14]. (5) Given the product [N:23]1([CH2:22][CH2:21][CH2:20][NH:19][C:14]([C:13]2[CH:8]([C:4]3[CH:5]=[CH:6][CH:7]=[C:2]([Cl:1])[CH:3]=3)[NH:9][C:10](=[O:18])[NH:11][C:12]=2[CH3:17])=[O:16])[CH2:27][CH2:26][CH2:25][CH2:24]1, predict the reactants needed to synthesize it. The reactants are: [Cl:1][C:2]1[CH:3]=[C:4]([CH:8]2[C:13]([C:14]([OH:16])=O)=[C:12]([CH3:17])[NH:11][C:10](=[O:18])[NH:9]2)[CH:5]=[CH:6][CH:7]=1.[NH2:19][CH2:20][CH2:21][CH2:22][N:23]1[CH2:27][CH2:26][CH2:25][CH2:24]1.CCN=C=NCCCN(C)C.Cl. (6) Given the product [CH3:23][C:21]1[CH:22]=[C:17]([O:6][CH2:7][CH2:8][CH2:9][N:10]2[CH2:14][CH2:13][CH2:12][C:11]2=[O:15])[CH:18]=[C:19]([CH3:40])[C:20]=1[C:24]1[CH:29]=[CH:28][CH:27]=[C:26]([CH2:30][O:31][C:32]2[CH:33]=[CH:34][C:35]([CH:36]=[O:37])=[CH:38][CH:39]=2)[CH:25]=1, predict the reactants needed to synthesize it. The reactants are: CS(Cl)(=O)=O.[OH:6][CH2:7][CH2:8][CH2:9][N:10]1[CH2:14][CH2:13][CH2:12][C:11]1=[O:15].O[C:17]1[CH:22]=[C:21]([CH3:23])[C:20]([C:24]2[CH:29]=[CH:28][CH:27]=[C:26]([CH2:30][O:31][C:32]3[CH:39]=[CH:38][C:35]([CH:36]=[O:37])=[CH:34][CH:33]=3)[CH:25]=2)=[C:19]([CH3:40])[CH:18]=1.C(=O)([O-])[O-].[Cs+].[Cs+].